From a dataset of Peptide-MHC class I binding affinity with 185,985 pairs from IEDB/IMGT. Regression. Given a peptide amino acid sequence and an MHC pseudo amino acid sequence, predict their binding affinity value. This is MHC class I binding data. (1) The peptide sequence is ASAAHLAAY. The MHC is HLA-B58:01 with pseudo-sequence HLA-B58:01. The binding affinity (normalized) is 0.340. (2) The peptide sequence is SSDDFALIV. The MHC is HLA-A02:03 with pseudo-sequence HLA-A02:03. The binding affinity (normalized) is 0.0847. (3) The peptide sequence is AVFPRYHPR. The MHC is HLA-A26:01 with pseudo-sequence HLA-A26:01. The binding affinity (normalized) is 0.314. (4) The peptide sequence is FSDGTWRDEY. The MHC is HLA-A02:02 with pseudo-sequence HLA-A02:02. The binding affinity (normalized) is 0. (5) The peptide sequence is WPTVRERM. The MHC is HLA-B40:01 with pseudo-sequence HLA-B40:01. The binding affinity (normalized) is 0. (6) The peptide sequence is SRYWAIRTR. The MHC is HLA-B15:01 with pseudo-sequence HLA-B15:01. The binding affinity (normalized) is 0.0847.